From a dataset of Catalyst prediction with 721,799 reactions and 888 catalyst types from USPTO. Predict which catalyst facilitates the given reaction. (1) The catalyst class is: 147. Reactant: [F:1][C:2]1[CH:7]=[CH:6][C:5]([C:8]2[N:9]=[C:10]3[CH:15]=[CH:14][C:13]([N:16]4[CH2:21][CH2:20][N:19]([CH3:22])[CH2:18][CH2:17]4)=[N:12][N:11]3[CH:23]=2)=[CH:4][CH:3]=1.[I:24]Cl.S([O-])([O-])(=O)=S.[Na+].[Na+].C(=O)(O)[O-].[Na+]. Product: [F:1][C:2]1[CH:7]=[CH:6][C:5]([C:8]2[N:9]=[C:10]3[CH:15]=[CH:14][C:13]([N:16]4[CH2:17][CH2:18][N:19]([CH3:22])[CH2:20][CH2:21]4)=[N:12][N:11]3[C:23]=2[I:24])=[CH:4][CH:3]=1. (2) Reactant: Br[C:2]1[CH:3]=[CH:4][C:5]([C:8](=[O:12])[CH:9]([F:11])[F:10])=[N:6][CH:7]=1.[NH:13]1[CH:17]=[CH:16][CH:15]=[N:14]1.CN[C@@H]1CCCC[C@H]1NC.C([O-])([O-])=O.[K+].[K+]. Product: [F:10][CH:9]([F:11])[C:8]([C:5]1[CH:4]=[CH:3][C:2]([N:13]2[CH:17]=[CH:16][CH:15]=[N:14]2)=[CH:7][N:6]=1)=[O:12]. The catalyst class is: 432. (3) Reactant: Br[C:2]1[C:10]2[C:5](=[C:6]3[C:13]([C:14]#[N:15])=[CH:12][N:11]([CH2:16][O:17][CH2:18][CH2:19][Si:20]([CH3:23])([CH3:22])[CH3:21])[C:7]3=[N:8][CH:9]=2)[N:4]([C@@H:24]2[C@H:29]([CH3:30])[CH2:28][CH2:27][N:26]([C:31]([O:33][C:34]([CH3:37])([CH3:36])[CH3:35])=[O:32])[CH2:25]2)[CH:3]=1.[N:38]1[CH:43]=[CH:42][C:41](B(O)O)=[CH:40][CH:39]=1.O1CCOCC1.C(=O)([O-])[O-].[Na+].[Na+]. Product: [C:14]([C:13]1[C:6]2[C:7](=[N:8][CH:9]=[C:10]3[C:2]([C:41]4[CH:42]=[CH:43][N:38]=[CH:39][CH:40]=4)=[CH:3][N:4]([C@@H:24]4[C@H:29]([CH3:30])[CH2:28][CH2:27][N:26]([C:31]([O:33][C:34]([CH3:37])([CH3:35])[CH3:36])=[O:32])[CH2:25]4)[C:5]3=2)[N:11]([CH2:16][O:17][CH2:18][CH2:19][Si:20]([CH3:21])([CH3:23])[CH3:22])[CH:12]=1)#[N:15]. The catalyst class is: 103. (4) Reactant: [CH2:1]([C:3]1[C:11]2[CH:10]=[CH:9][S:8][C:7]=2[C:6]([CH3:12])=[CH:5][C:4]=1[OH:13])[CH3:2].[H-].[Na+].Br[CH2:17][C:18]#[N:19]. Product: [CH2:1]([C:3]1[C:11]2[CH:10]=[CH:9][S:8][C:7]=2[C:6]([CH3:12])=[CH:5][C:4]=1[O:13][CH2:17][C:18]#[N:19])[CH3:2]. The catalyst class is: 3. (5) Reactant: [Br:1][C:2]1[CH:7]=[CH:6][C:5]([CH2:8]Br)=[CH:4][N:3]=1.CC(C)=[O:12]. Product: [Br:1][C:2]1[CH:7]=[CH:6][C:5]([CH2:8][OH:12])=[CH:4][N:3]=1. The catalyst class is: 716. (6) Reactant: [NH:1]1[C:5]2=[CH:6][N:7]=[CH:8][CH:9]=[C:4]2[CH:3]=[C:2]1[C:10](=O)[CH3:11].[C:13]([NH:16][NH2:17])([NH2:15])=[NH:14].[ClH:18]. Product: [ClH:18].[ClH:18].[NH:1]1[C:5]2=[CH:6][N:7]=[CH:8][CH:9]=[C:4]2[CH:3]=[C:2]1[C:10](=[N:17][NH:16][C:13]([NH2:15])=[NH:14])[CH3:11]. The catalyst class is: 361.